Dataset: Forward reaction prediction with 1.9M reactions from USPTO patents (1976-2016). Task: Predict the product of the given reaction. (1) Given the reactants [CH3:1][C:2]1[N:3]([S:16]([C:19]2[CH:24]=[CH:23][CH:22]=[CH:21][CH:20]=2)(=[O:18])=[O:17])[C:4]([C:11]2[CH:15]=[CH:14][S:13][CH:12]=2)=[CH:5][C:6]=1[C:7](OC)=[O:8].[H-].C([Al+]CC(C)C)C(C)C, predict the reaction product. The product is: [CH3:1][C:2]1[N:3]([S:16]([C:19]2[CH:24]=[CH:23][CH:22]=[CH:21][CH:20]=2)(=[O:17])=[O:18])[C:4]([C:11]2[CH:15]=[CH:14][S:13][CH:12]=2)=[CH:5][C:6]=1[CH2:7][OH:8]. (2) Given the reactants [CH:1](=[N:8][S:9]([C:12]1[CH:17]=[CH:16][CH:15]=[CH:14][CH:13]=1)(=[O:11])=[O:10])[C:2]1[CH:7]=[CH:6][CH:5]=[CH:4][CH:3]=1.C[SiH](C)C1C=CC=CC=1.CO.FC(F)(F)C(O)=O, predict the reaction product. The product is: [C:12]1([S:9]([NH:8][CH2:1][C:2]2[CH:7]=[CH:6][CH:5]=[CH:4][CH:3]=2)(=[O:11])=[O:10])[CH:13]=[CH:14][CH:15]=[CH:16][CH:17]=1. (3) Given the reactants [C:1]1(=O)[CH2:5][CH2:4][CH2:3][CH2:2]1.[NH2:7][C@H:8]1[CH2:12][CH2:11][N:10]([C:13]([O:15][C:16]([CH3:19])([CH3:18])[CH3:17])=[O:14])[CH2:9]1.CO.C1(C)C=CC=CC=1.[BH4-].[Na+], predict the reaction product. The product is: [CH:1]1([NH:7][C@H:8]2[CH2:12][CH2:11][N:10]([C:13]([O:15][C:16]([CH3:19])([CH3:18])[CH3:17])=[O:14])[CH2:9]2)[CH2:5][CH2:4][CH2:3][CH2:2]1. (4) The product is: [ClH:1].[CH:2]1([NH:7][C:8](=[O:17])[O:9][CH2:10][CH:11]2[CH2:12][CH2:13][N:14]([CH2:28][CH2:29][O:30][CH3:31])[CH2:15][CH2:16]2)[CH2:3][CH2:4][CH2:5][CH2:6]1. Given the reactants [ClH:1].[CH:2]1([NH:7][C:8](=[O:17])[O:9][CH2:10][CH:11]2[CH2:16][CH2:15][NH:14][CH2:13][CH2:12]2)[CH2:6][CH2:5][CH2:4][CH2:3]1.CCN(C(C)C)C(C)C.Br[CH2:28][CH2:29][O:30][CH3:31].C([O-])([O-])=O.[Na+].[Na+].Cl, predict the reaction product. (5) Given the reactants [Cl:1][C:2]1[C:3](F)=[CH:4][C:5]([F:29])=[C:6]([S:8]([N:11]([C:23]2[S:24][C:25]([Cl:28])=[CH:26][N:27]=2)CC2C=CC(OC)=CC=2OC)(=[O:10])=[O:9])[CH:7]=1.C(OC([N:38]1[CH2:41][CH:40]([C:42]2[CH:47]=[C:46]([Cl:48])[CH:45]=[CH:44][C:43]=2[OH:49])[CH2:39]1)=O)(C)(C)C.FC(F)(F)C(O)=O, predict the reaction product. The product is: [NH:38]1[CH2:41][CH:40]([C:42]2[CH:47]=[C:46]([Cl:48])[CH:45]=[CH:44][C:43]=2[O:49][C:3]2[C:2]([Cl:1])=[CH:7][C:6]([S:8]([NH:11][C:23]3[S:24][C:25]([Cl:28])=[CH:26][N:27]=3)(=[O:9])=[O:10])=[C:5]([F:29])[CH:4]=2)[CH2:39]1. (6) Given the reactants [NH:1]1[CH2:4][CH:3]([CH:5]([C:14]2[CH:19]=[CH:18][CH:17]=[CH:16][CH:15]=2)[N:6]2[CH:10]=[C:9]([N+:11]([O-:13])=[O:12])[CH:8]=[N:7]2)[CH2:2]1.C(N(CC)C(C)C)(C)C.[C:29](Cl)(=[O:31])[CH3:30], predict the reaction product. The product is: [N+:11]([C:9]1[CH:8]=[N:7][N:6]([CH:5]([C:14]2[CH:19]=[CH:18][CH:17]=[CH:16][CH:15]=2)[CH:3]2[CH2:2][N:1]([C:29](=[O:31])[CH3:30])[CH2:4]2)[CH:10]=1)([O-:13])=[O:12]. (7) Given the reactants [Cl:1][C:2]1(Cl)[CH2:8][CH:7]([CH:9]([CH3:11])[CH3:10])[CH2:6][CH2:5][NH:4][C:3]1=[O:12].C([O-])(=O)C.[Na+], predict the reaction product. The product is: [Cl:1][CH:2]1[CH2:8][CH:7]([CH:9]([CH3:10])[CH3:11])[CH2:6][CH2:5][NH:4][C:3]1=[O:12]. (8) Given the reactants [CH3:1][N:2]1[CH:8]2[CH2:9][CH2:10][CH:3]1[CH2:4][NH:5][CH2:6][CH2:7]2.C(N(CC)CC)C.[C:18]([O:22][C:23](O[C:23]([O:22][C:18]([CH3:21])([CH3:20])[CH3:19])=[O:24])=[O:24])([CH3:21])([CH3:20])[CH3:19].[OH-].[Na+], predict the reaction product. The product is: [CH3:1][N:2]1[CH:8]2[CH2:9][CH2:10][CH:3]1[CH2:4][N:5]([C:23]([O:22][C:18]([CH3:21])([CH3:20])[CH3:19])=[O:24])[CH2:6][CH2:7]2. (9) Given the reactants Cl[C:2]1[CH:7]=[CH:6][C:5]([N:8]([C@H:12]2[C:21]3[C:16](=[CH:17][CH:18]=[CH:19][CH:20]=3)[N:15]([C:22](=[O:31])[C:23]3[CH:28]=[CH:27][C:26]([O:29][CH3:30])=[CH:25][CH:24]=3)[C@@H:14]([CH3:32])[CH2:13]2)[C:9](=[O:11])[CH3:10])=[CH:4][CH:3]=1, predict the reaction product. The product is: [CH3:30][O:29][C:26]1[CH:27]=[CH:28][C:23]([C:22]([N:15]2[C:16]3[C:21](=[CH:20][CH:19]=[CH:18][CH:17]=3)[C@H:12]([N:8]([C:5]3[CH:4]=[CH:3][CH:2]=[CH:7][CH:6]=3)[C:9](=[O:11])[CH3:10])[CH2:13][C@@H:14]2[CH3:32])=[O:31])=[CH:24][CH:25]=1. (10) Given the reactants [N+:1]([C:4]1[CH:13]=[CH:12][CH:11]=[C:10]2[C:5]=1[CH:6]=[CH:7][CH:8]=[C:9]2[C:14]([OH:16])=O)([O-:3])=[O:2].[C:17]([C:21]1[CH:28]=[CH:27][C:24]([CH2:25][NH2:26])=[CH:23][CH:22]=1)([CH3:20])([CH3:19])[CH3:18], predict the reaction product. The product is: [C:17]([C:21]1[CH:22]=[CH:23][C:24]([CH2:25][NH:26][C:14]([C:9]2[C:10]3[C:5](=[C:4]([N+:1]([O-:3])=[O:2])[CH:13]=[CH:12][CH:11]=3)[CH:6]=[CH:7][CH:8]=2)=[O:16])=[CH:27][CH:28]=1)([CH3:20])([CH3:18])[CH3:19].